This data is from Peptide-MHC class II binding affinity with 134,281 pairs from IEDB. The task is: Regression. Given a peptide amino acid sequence and an MHC pseudo amino acid sequence, predict their binding affinity value. This is MHC class II binding data. (1) The peptide sequence is NLTNLLSARKLDSSK. The MHC is DRB1_0101 with pseudo-sequence DRB1_0101. The binding affinity (normalized) is 1.00. (2) The peptide sequence is NFRFMSKGGMRNVFDEVIPT. The MHC is DRB1_0701 with pseudo-sequence DRB1_0701. The binding affinity (normalized) is 0.515. (3) The peptide sequence is RKVKRVVASLMRGLS. The MHC is H-2-IAd with pseudo-sequence H-2-IAd. The binding affinity (normalized) is 0.622. (4) The peptide sequence is TAAATAPADDKFTVF. The MHC is HLA-DQA10201-DQB10202 with pseudo-sequence HLA-DQA10201-DQB10202. The binding affinity (normalized) is 0.476.